From a dataset of Full USPTO retrosynthesis dataset with 1.9M reactions from patents (1976-2016). Predict the reactants needed to synthesize the given product. (1) The reactants are: [NH2:1][C:2]1[C:6]2[CH2:7][N:8]([C:11]([O:13][C:14]([CH3:17])([CH3:16])[CH3:15])=[O:12])[CH2:9][CH2:10][C:5]=2[NH:4][N:3]=1.Br[CH2:19][CH2:20][CH2:21][CH2:22]Br.C([O-])([O-])=O.[Cs+].[Cs+]. Given the product [C:14]([O:13][C:11]([N:8]1[CH2:9][CH2:10][C:5]2[NH:4][N:3]=[C:2]([N:1]3[CH2:22][CH2:21][CH2:20][CH2:19]3)[C:6]=2[CH2:7]1)=[O:12])([CH3:17])([CH3:16])[CH3:15], predict the reactants needed to synthesize it. (2) Given the product [CH3:69][N:65]1[CH:66]=[CH:67][N:68]=[C:64]1[CH2:63][N:62]([CH2:70][C:71]1[N:72]([CH3:76])[CH:73]=[CH:74][N:75]=1)[CH2:61][CH2:60][CH2:59][CH2:58][C@@H:54]([C:55]([OH:57])=[O:56])[NH:53][C:20](=[O:21])[CH2:19][CH2:18][CH2:17][CH2:16][CH2:15][CH2:14][C:13](=[O:30])[NH:12][CH2:11][CH2:10][CH2:9][CH2:8][C@@H:7]([C:6]([O:5][C:1]([CH3:4])([CH3:3])[CH3:2])=[O:52])[NH:31][C:32](=[O:51])[NH:33][C@H:34]([C:35]([O:37][C:38]([CH3:39])([CH3:40])[CH3:41])=[O:36])[CH2:42][CH2:43][C:44](=[O:45])[O:46][C:47]([CH3:49])([CH3:50])[CH3:48], predict the reactants needed to synthesize it. The reactants are: [C:1]([O:5][C:6](=[O:52])[C@@H:7]([NH:31][C:32](=[O:51])[NH:33][C@@H:34]([CH2:42][CH2:43][C:44]([O:46][C:47]([CH3:50])([CH3:49])[CH3:48])=[O:45])[C:35]([O:37][C:38]([CH3:41])([CH3:40])[CH3:39])=[O:36])[CH2:8][CH2:9][CH2:10][CH2:11][NH:12][C:13](=[O:30])[CH2:14][CH2:15][CH2:16][CH2:17][CH2:18][CH2:19][C:20](ON1C(=O)CCC1=O)=[O:21])([CH3:4])([CH3:3])[CH3:2].[NH2:53][C@@H:54]([CH2:58][CH2:59][CH2:60][CH2:61][N:62]([CH2:70][C:71]1[N:72]([CH3:76])[CH:73]=[CH:74][N:75]=1)[CH2:63][C:64]1[N:65]([CH3:69])[CH:66]=[CH:67][N:68]=1)[C:55]([OH:57])=[O:56].CCN(C(C)C)C(C)C. (3) Given the product [CH:22]([C@@H:20]1[CH2:21][C@:19]1([NH:18][C:10]([C@@H:9]1[CH2:13][C@H:14]([OH:16])[CH2:15][N:8]1[C:6]([O:5][C:2]([CH3:1])([CH3:3])[CH3:4])=[O:7])=[O:12])[C:24]([O:26][CH2:27][CH3:28])=[O:25])=[CH2:23], predict the reactants needed to synthesize it. The reactants are: [CH3:1][C:2]([O:5][C:6]([N:8]1[CH2:15][C@@H:14]([OH:16])[CH2:13][C@H:9]1[C:10]([OH:12])=O)=[O:7])([CH3:4])[CH3:3].Cl.[NH2:18][C@:19]1([C:24]([O:26][CH2:27][CH3:28])=[O:25])[CH2:21][C@H:20]1[CH:22]=[CH2:23].CN(C(ON1N=NC2C=CC=NC1=2)=[N+](C)C)C.F[P-](F)(F)(F)(F)F.C(N(C(C)C)CC)(C)C. (4) Given the product [S:1]1[CH:5]=[CH:4][C:3]([C:10]2[S:14][C:13]([S:15]([N:18]3[CH:22]=[CH:21][CH:20]=[CH:19]3)(=[O:16])=[O:17])=[CH:12][CH:11]=2)=[CH:2]1, predict the reactants needed to synthesize it. The reactants are: [S:1]1[CH:5]=[CH:4][C:3](B(O)O)=[CH:2]1.Br[C:10]1[S:14][C:13]([S:15]([N:18]2[CH:22]=[CH:21][CH:20]=[CH:19]2)(=[O:17])=[O:16])=[CH:12][CH:11]=1. (5) Given the product [OH:26][CH2:27][CH2:28][O:22][C:21]1[CH:20]=[CH:19][C:4]([C:5]([NH:7][C:8]2[CH:13]=[CH:12][C:11]([O:14][C:15]([F:18])([F:17])[F:16])=[CH:10][CH:9]=2)=[O:6])=[CH:3][C:2]=1[C:40]1[CH:41]=[N:36][CH:37]=[N:38][CH:39]=1, predict the reactants needed to synthesize it. The reactants are: Br[C:2]1[CH:3]=[C:4]([CH:19]=[CH:20][C:21]=1[OH:22])[C:5]([NH:7][C:8]1[CH:13]=[CH:12][C:11]([O:14][C:15]([F:18])([F:17])[F:16])=[CH:10][CH:9]=1)=[O:6].C([O:26][CH2:27][CH2:28]Br)(=O)C.C([O-])([O-])=O.[K+].[K+].[N:36]1[CH:41]=[C:40](B(O)O)[CH:39]=[N:38][CH:37]=1.[OH-].[Na+].C(O)(C(F)(F)F)=O. (6) Given the product [CH2:27]([N:29]([CH2:30][CH3:31])[CH2:6][CH2:7][CH2:8][N:9]1[CH2:13][CH2:12][N:11]([CH2:14][CH2:15][N:16]2[CH2:21][CH2:20][CH2:19][CH2:18][CH2:17]2)[C:10]1=[C:22]([C:25]#[N:26])[C:23]#[N:24])[CH3:28], predict the reactants needed to synthesize it. The reactants are: CS(O[CH2:6][CH2:7][CH2:8][N:9]1[CH2:13][CH2:12][N:11]([CH2:14][CH2:15][N:16]2[CH2:21][CH2:20][CH2:19][CH2:18][CH2:17]2)[C:10]1=[C:22]([C:25]#[N:26])[C:23]#[N:24])(=O)=O.[CH2:27]([NH:29][CH2:30][CH3:31])[CH3:28].[I-].[Na+].O. (7) The reactants are: C(=[N:8][CH2:9][C@@H:10]1[O:14][C:13](=[O:15])[N:12]([C:16]2[CH:21]=[CH:20][C:19]([CH:22]3[CH2:27][CH2:26][N:25]([C:28](=[O:38])[CH2:29][O:30][CH2:31][C:32]4[CH:37]=[CH:36][CH:35]=[CH:34][CH:33]=4)[CH2:24][CH2:23]3)=[C:18]([F:39])[CH:17]=2)[CH2:11]1)C1C=CC=CC=1. Given the product [NH2:8][CH2:9][C@@H:10]1[O:14][C:13](=[O:15])[N:12]([C:16]2[CH:21]=[CH:20][C:19]([CH:22]3[CH2:27][CH2:26][N:25]([C:28](=[O:38])[CH2:29][O:30][CH2:31][C:32]4[CH:37]=[CH:36][CH:35]=[CH:34][CH:33]=4)[CH2:24][CH2:23]3)=[C:18]([F:39])[CH:17]=2)[CH2:11]1, predict the reactants needed to synthesize it. (8) Given the product [O:18]1[CH2:19][CH2:20][N:15]([C:4]2[C:5]3[S:10][C:9]([C:11]([NH2:14])([CH3:13])[CH3:12])=[CH:8][C:6]=3[N:7]=[C:2]([C:29]3[CH:30]=[N:31][CH:32]=[CH:33][CH:34]=3)[N:3]=2)[CH2:16][CH2:17]1, predict the reactants needed to synthesize it. The reactants are: Cl[C:2]1[N:3]=[C:4]([N:15]2[CH2:20][CH2:19][O:18][CH2:17][CH2:16]2)[C:5]2[S:10][C:9]([C:11]([NH2:14])([CH3:13])[CH3:12])=[CH:8][C:6]=2[N:7]=1.CC1(C)C(C)(C)OB([C:29]2[CH:30]=[N:31][CH:32]=[CH:33][CH:34]=2)O1. (9) Given the product [Cl:10][C:11]1[N:12]=[CH:13][C:14]([C:17]([NH:49][C@H:47]([CH3:48])[C:46]([F:51])([F:50])[F:45])=[O:19])=[N:15][CH:16]=1, predict the reactants needed to synthesize it. The reactants are: C(N(CC)C(C)C)(C)C.[Cl:10][C:11]1[N:12]=[CH:13][C:14]([C:17]([OH:19])=O)=[N:15][CH:16]=1.F[P-](F)(F)(F)(F)F.C[N+](C)=C(N(C)C)ON1C2N=CC=CC=2N=N1.Cl.[F:45][C:46]([F:51])([F:50])[C@H:47]([NH2:49])[CH3:48].C([O-])(O)=O.[Na+]. (10) Given the product [Cl:1][C:2]1[C:11]([C:12]([F:13])([F:14])[F:15])=[N:10][C:9]2[C:4]([N:3]=1)=[CH:5][C:6]([O:31][CH3:27])=[CH:7][CH:8]=2, predict the reactants needed to synthesize it. The reactants are: [Cl:1][C:2]1[C:11]([C:12]([F:15])([F:14])[F:13])=[N:10][C:9]2[C:4](=[CH:5][CH:6]=[C:7](OC)[CH:8]=2)[N:3]=1.C(C1C(=O)NC2C(N=1)=C[C:27]([O:31]C)=CC=2)(C)C.C(C1C(=O)NC2C(N=1)=CC=C(OC)C=2)(C)C.COC1C=C2C(=CC=1)NC(=O)C(C(F)(F)F)=N2.COC1C=C2C(N=C(C(F)(F)F)C(=O)N2)=CC=1.